Task: Predict the product of the given reaction.. Dataset: Forward reaction prediction with 1.9M reactions from USPTO patents (1976-2016) Given the reactants [F:1][C:2]1[C:7]([F:8])=[CH:6][CH:5]=[CH:4][C:3]=1[C:9]1[N:17]=[C:12]2[CH:13]=[N:14][NH:15][CH:16]=[C:11]2[N:10]=1.Cl[CH2:19][C:20]1[O:24][N:23]=[C:22]([C:25]2[CH:30]=[CH:29][C:28]([O:31][CH3:32])=[CH:27][C:26]=2[CH3:33])[CH:21]=1, predict the reaction product. The product is: [F:1][C:2]1[C:7]([F:8])=[CH:6][CH:5]=[CH:4][C:3]=1[C:9]1[N:17]=[C:12]2[CH:13]=[N:14][N:15]([CH2:19][C:20]3[O:24][N:23]=[C:22]([C:25]4[CH:30]=[CH:29][C:28]([O:31][CH3:32])=[CH:27][C:26]=4[CH3:33])[CH:21]=3)[CH:16]=[C:11]2[N:10]=1.